This data is from Forward reaction prediction with 1.9M reactions from USPTO patents (1976-2016). The task is: Predict the product of the given reaction. (1) Given the reactants [F:1][C:2]1[CH:3]=[C:4]2[C:8](=[CH:9][CH:10]=1)[NH:7][C:6]([C:11]([N:13]1[CH2:17][CH2:16][CH2:15][CH2:14]1)=[O:12])=[CH:5]2.[CH:18]1[CH:23]=[C:22]([S:24][S:24][C:22]2[N:21]=[CH:20][CH:19]=[CH:18][CH:23]=2)[N:21]=[CH:20][CH:19]=1, predict the reaction product. The product is: [F:1][C:2]1[CH:3]=[C:4]2[C:8](=[CH:9][CH:10]=1)[NH:7][C:6]([C:11]([N:13]1[CH2:17][CH2:16][CH2:15][CH2:14]1)=[O:12])=[C:5]2[S:24][C:22]1[CH:23]=[CH:18][CH:19]=[CH:20][N:21]=1. (2) Given the reactants C([Mg]Cl)(C)C.Br[C:7]1[CH:12]=[C:11]([F:13])[CH:10]=[C:9]([F:14])[C:8]=1[S:15][CH3:16].C[O:18][B:19](OC)[O:20]C, predict the reaction product. The product is: [F:14][C:9]1[C:8]([S:15][CH3:16])=[C:7]([B:19]([OH:20])[OH:18])[CH:12]=[C:11]([F:13])[CH:10]=1. (3) Given the reactants [F:1][C:2]1[N:10]=[CH:9][CH:8]=[C:7]([I:11])[C:3]=1[C:4]([OH:6])=[O:5].CO.[CH3:14][Si](C=[N+]=[N-])(C)C, predict the reaction product. The product is: [F:1][C:2]1[N:10]=[CH:9][CH:8]=[C:7]([I:11])[C:3]=1[C:4]([O:6][CH3:14])=[O:5]. (4) Given the reactants [Cl:1][C:2]1[CH:3]=[C:4]([CH:8]=[CH:9][CH:10]=1)[C:5](Cl)=[O:6].[CH3:11][NH:12][C:13]1[CH:14]=[N:15][CH:16]=[CH:17][C:18]=1[C:19]1[CH:24]=[CH:23][CH:22]=[CH:21][C:20]=1[CH3:25].CCN(C(C)C)C(C)C, predict the reaction product. The product is: [CH3:11][N:12]([C:13]1[CH:14]=[N:15][CH:16]=[CH:17][C:18]=1[C:19]1[CH:24]=[CH:23][CH:22]=[CH:21][C:20]=1[CH3:25])[C:5](=[O:6])[C:4]1[CH:8]=[CH:9][CH:10]=[C:2]([Cl:1])[CH:3]=1. (5) Given the reactants [CH3:1][N:2]1[CH2:15][CH2:14][C:5]2[NH:6][C:7]3[CH:8]=[CH:9][C:10]([CH3:13])=[CH:11][C:12]=3[C:4]=2[C:3]21[CH2:17][CH2:16]2.[F:18][C:19]([F:29])([F:28])[C:20]1[CH:25]=[CH:24][C:23]([CH:26]=[CH2:27])=[CH:22][N:21]=1.[OH-].[K+], predict the reaction product. The product is: [CH3:1][N:2]1[CH2:15][CH2:14][C:5]2[N:6]([CH2:27][CH2:26][C:23]3[CH:22]=[N:21][C:20]([C:19]([F:29])([F:18])[F:28])=[CH:25][CH:24]=3)[C:7]3[CH:8]=[CH:9][C:10]([CH3:13])=[CH:11][C:12]=3[C:4]=2[C:3]21[CH2:17][CH2:16]2.